This data is from Peptide-MHC class II binding affinity with 134,281 pairs from IEDB. The task is: Regression. Given a peptide amino acid sequence and an MHC pseudo amino acid sequence, predict their binding affinity value. This is MHC class II binding data. (1) The peptide sequence is KDVTFRNITGTSSTP. The MHC is DRB1_0701 with pseudo-sequence DRB1_0701. The binding affinity (normalized) is 0.586. (2) The peptide sequence is AAATAGTTVYMAFAA. The MHC is HLA-DQA10501-DQB10301 with pseudo-sequence HLA-DQA10501-DQB10301. The binding affinity (normalized) is 0.650. (3) The peptide sequence is VLMAVVLASLIYRRR. The MHC is DRB5_0101 with pseudo-sequence DRB5_0101. The binding affinity (normalized) is 0.853. (4) The peptide sequence is IKAVRGDLNFVNRAN. The MHC is DRB1_1501 with pseudo-sequence DRB1_1501. The binding affinity (normalized) is 0.423. (5) The peptide sequence is HEWVTDFKGKTVWFV. The MHC is DRB1_0301 with pseudo-sequence DRB1_0301. The binding affinity (normalized) is 0.571. (6) The peptide sequence is LQGPFNFRFLTEKGMKNVFDDVVPEKYTIG. The MHC is HLA-DQA10101-DQB10501 with pseudo-sequence HLA-DQA10101-DQB10501. The binding affinity (normalized) is 0.444.